Task: Predict the reactants needed to synthesize the given product.. Dataset: Full USPTO retrosynthesis dataset with 1.9M reactions from patents (1976-2016) Given the product [CH:1]1([C:9]([OH:11])=[O:10])[C:3]2([CH2:8][CH2:7][O:6][CH2:5][CH2:4]2)[CH2:2]1, predict the reactants needed to synthesize it. The reactants are: [CH:1]1([C:9]([O:11]CC)=[O:10])[C:3]2([CH2:8][CH2:7][O:6][CH2:5][CH2:4]2)[CH2:2]1.[OH-].[K+].